This data is from Full USPTO retrosynthesis dataset with 1.9M reactions from patents (1976-2016). The task is: Predict the reactants needed to synthesize the given product. (1) Given the product [CH:16]([C:19]1[CH:24]=[CH:23][CH:22]=[C:21]([CH:25]([CH3:26])[CH3:27])[C:20]=1[NH:28][C:29](=[O:30])[N:8]([CH2:1][CH2:2][CH2:3][CH2:4][CH2:5][CH2:6][CH3:7])[CH2:9][CH2:10][CH2:11][CH2:12][CH2:13][CH2:14][OH:15])([CH3:17])[CH3:18], predict the reactants needed to synthesize it. The reactants are: [CH2:1]([NH:8][CH2:9][CH2:10][CH2:11][CH2:12][CH2:13][CH2:14][OH:15])[CH2:2][CH2:3][CH2:4][CH2:5][CH2:6][CH3:7].[CH:16]([C:19]1[CH:24]=[CH:23][CH:22]=[C:21]([CH:25]([CH3:27])[CH3:26])[C:20]=1[N:28]=[C:29]=[O:30])([CH3:18])[CH3:17]. (2) Given the product [CH3:1][C:2]1[CH:13]=[C:12]([O:14][CH2:15]/[CH:16]=[C:17](/[C:18]2[CH:23]=[CH:22][C:21]([CH3:24])=[CH:20][CH:19]=2)\[C:25]2[CH:26]=[CH:27][C:28]([C:33]#[C:32][C:34]3[CH:39]=[CH:38][CH:37]=[CH:36][N:35]=3)=[CH:29][CH:30]=2)[CH:11]=[CH:10][C:3]=1[O:4][CH2:5][C:6]([O:8][CH3:9])=[O:7], predict the reactants needed to synthesize it. The reactants are: [CH3:1][C:2]1[CH:13]=[C:12]([O:14][CH2:15]/[CH:16]=[C:17](\[C:25]2[CH:30]=[CH:29][C:28](I)=[CH:27][CH:26]=2)/[C:18]2[CH:23]=[CH:22][C:21]([CH3:24])=[CH:20][CH:19]=2)[CH:11]=[CH:10][C:3]=1[O:4][CH2:5][C:6]([O:8][CH3:9])=[O:7].[C:32]([C:34]1[CH:39]=[CH:38][CH:37]=[CH:36][N:35]=1)#[CH:33]. (3) Given the product [NH2:1][C:2]1[N:6]([CH:7]2[CH2:12][CH2:11][CH2:10][CH2:9][CH2:8]2)[N:5]=[CH:4][C:3]=1[C:13]([NH2:14])=[O:15], predict the reactants needed to synthesize it. The reactants are: [NH2:1][C:2]1[N:6]([CH:7]2[CH2:12][CH2:11][CH2:10][CH2:9][CH2:8]2)[N:5]=[CH:4][C:3]=1[C:13]#[N:14].[OH-:15].[NH4+]. (4) Given the product [C:1]([O:5][C:6](=[O:14])[NH:7][CH2:8][CH2:9][CH2:10][CH2:11][CH2:12][N:13]=[C:15]=[S:16])([CH3:4])([CH3:2])[CH3:3], predict the reactants needed to synthesize it. The reactants are: [C:1]([O:5][C:6](=[O:14])[NH:7][CH2:8][CH2:9][CH2:10][CH2:11][CH2:12][NH2:13])([CH3:4])([CH3:3])[CH3:2].[C:15](=S)=[S:16].N#CN. (5) Given the product [C:28]([O:1][CH2:2][CH2:3][N:4]1[CH2:5][CH2:6][N:7]([C:10]2[CH:19]=[C:18]([CH2:20][CH2:21][CH3:22])[C:13]([C:14]([NH:16][CH3:17])=[O:15])=[CH:12][N:11]=2)[CH2:8][CH2:9]1)(=[O:30])[CH3:29], predict the reactants needed to synthesize it. The reactants are: [OH:1][CH2:2][CH2:3][N:4]1[CH2:9][CH2:8][N:7]([C:10]2[CH:19]=[C:18]([CH2:20][CH2:21][CH3:22])[C:13]([C:14]([NH:16][CH3:17])=[O:15])=[CH:12][N:11]=2)[CH2:6][CH2:5]1.S(=O)(=O)(O)O.[C:28](OC(=O)C)(=[O:30])[CH3:29]. (6) Given the product [C:38]([O:37][C:35]([N:42]1[CH2:50][CH2:49][CH:45]([C:46]([O:48][CH2:2][O:3][C:4](=[O:31])[N:5]([C:28](=[O:30])[CH3:29])[CH2:6][C@@H:7]2[O:11][C:10](=[O:12])[N:9]([C:13]3[CH:18]=[CH:17][C:16]([CH:19]4[CH2:24][CH2:23][S:22](=[O:26])(=[O:25])[CH2:21][CH2:20]4)=[C:15]([F:27])[CH:14]=3)[CH2:8]2)=[O:47])[CH2:44][CH2:43]1)=[O:36])([CH3:41])([CH3:39])[CH3:40], predict the reactants needed to synthesize it. The reactants are: Cl[CH2:2][O:3][C:4](=[O:31])[N:5]([C:28](=[O:30])[CH3:29])[CH2:6][C@@H:7]1[O:11][C:10](=[O:12])[N:9]([C:13]2[CH:18]=[CH:17][C:16]([CH:19]3[CH2:24][CH2:23][S:22](=[O:26])(=[O:25])[CH2:21][CH2:20]3)=[C:15]([F:27])[CH:14]=2)[CH2:8]1.[I-].[Na+].[Cs].[C:35]([N:42]1[CH2:50][CH2:49][CH:45]([C:46]([OH:48])=[O:47])[CH2:44][CH2:43]1)([O:37][C:38]([CH3:41])([CH3:40])[CH3:39])=[O:36].